From a dataset of Forward reaction prediction with 1.9M reactions from USPTO patents (1976-2016). Predict the product of the given reaction. Given the reactants [C:1]1([CH3:11])[CH:6]=[CH:5][C:4]([S:7](Cl)(=[O:9])=[O:8])=[CH:3][CH:2]=1.[OH:12][CH2:13][CH2:14][N:15]1[CH2:19][C@H:18]([CH3:20])[O:17][C:16]1=[O:21].Cl.C(OCC)(=O)C, predict the reaction product. The product is: [C:1]1([CH3:11])[CH:6]=[CH:5][C:4]([S:7]([O:12][CH2:13][CH2:14][N:15]2[CH2:19][C@H:18]([CH3:20])[O:17][C:16]2=[O:21])(=[O:9])=[O:8])=[CH:3][CH:2]=1.